This data is from Forward reaction prediction with 1.9M reactions from USPTO patents (1976-2016). The task is: Predict the product of the given reaction. (1) Given the reactants [CH3:1][C:2]1([CH3:39])[C:5]([NH:6][C@@H:7]([CH2:13][C:14]2[CH:19]=[CH:18][C:17]([NH:20][C:21](=[O:30])[C:22]3[C:27]([Cl:28])=[CH:26][N:25]=[CH:24][C:23]=3[Cl:29])=[CH:16][CH:15]=2)[C:8]([O:10]CC)=[O:9])=[C:4]([S:31][C:32]2[N:36]([CH3:37])[N:35]=[N:34][N:33]=2)[C:3]1=[O:38].[OH-].[Li+], predict the reaction product. The product is: [CH3:1][C:2]1([CH3:39])[C:5]([NH:6][C@@H:7]([CH2:13][C:14]2[CH:19]=[CH:18][C:17]([NH:20][C:21](=[O:30])[C:22]3[C:23]([Cl:29])=[CH:24][N:25]=[CH:26][C:27]=3[Cl:28])=[CH:16][CH:15]=2)[C:8]([OH:10])=[O:9])=[C:4]([S:31][C:32]2[N:36]([CH3:37])[N:35]=[N:34][N:33]=2)[C:3]1=[O:38]. (2) Given the reactants C(C(CC)(CC)COOP(C[C:11]([O-:13])=[O:12])(O)=O)C.C([N-][CH:22]([CH3:24])[CH3:23])(C)C.[Li+].O.[O:27]1[CH2:31][CH2:30][CH2:29][CH2:28]1.[CH3:32][CH2:33][CH2:34][CH2:35][CH2:36]CC.C(C1C=CC=CC=1)C, predict the reaction product. The product is: [C:28]1([C:29]2([CH2:30][C:31](=[O:27])[C:11]([OH:13])=[O:12])[CH2:23][CH2:22][CH2:24]2)[CH:36]=[CH:35][CH:34]=[CH:33][CH:32]=1. (3) Given the reactants Br[CH2:2][C:3]([C:5]1[CH:14]=[CH:13][C:12]2[C:7](=[CH:8][CH:9]=[CH:10][CH:11]=2)[CH:6]=1)=O.[NH2:15][C:16]1[CH:21]=[CH:20][C:19]([Br:22])=[CH:18][N:17]=1.C(=O)([O-])O.[Na+], predict the reaction product. The product is: [Br:22][C:19]1[CH:20]=[CH:21][C:16]2[N:17]([CH:2]=[C:3]([C:5]3[CH:14]=[CH:13][C:12]4[C:7](=[CH:8][CH:9]=[CH:10][CH:11]=4)[CH:6]=3)[N:15]=2)[CH:18]=1. (4) Given the reactants [N:1]([C:4]1[CH:9]=[CH:8][C:7]([O:10][C:11]2[CH:16]=[CH:15][CH:14]=[CH:13][CH:12]=2)=[CH:6][CH:5]=1)=[C:2]=[O:3].[NH2:17][C@H:18]([C:39]1[CH:44]=[CH:43][CH:42]=[CH:41][CH:40]=1)[CH2:19][CH2:20][N:21]1[CH2:26][CH2:25][CH:24]([C:27]2[CH:28]=[C:29]([NH:33][C:34](=[O:38])[CH:35]([CH3:37])[CH3:36])[CH:30]=[CH:31][CH:32]=2)[CH2:23][CH2:22]1, predict the reaction product. The product is: [CH3:36][CH:35]([CH3:37])[C:34]([NH:33][C:29]1[CH:30]=[CH:31][CH:32]=[C:27]([CH:24]2[CH2:23][CH2:22][N:21]([CH2:20][CH2:19][C@H:18]([NH:17][C:2]([NH:1][C:4]3[CH:9]=[CH:8][C:7]([O:10][C:11]4[CH:12]=[CH:13][CH:14]=[CH:15][CH:16]=4)=[CH:6][CH:5]=3)=[O:3])[C:39]3[CH:40]=[CH:41][CH:42]=[CH:43][CH:44]=3)[CH2:26][CH2:25]2)[CH:28]=1)=[O:38]. (5) Given the reactants [NH2:1][C:2]1[N:11]=[C:10]([C:12]([N:14]2[CH2:22][C:21]3[C:16](=[CH:17][CH:18]=[CH:19][CH:20]=3)[CH2:15]2)=[O:13])[C:9]2[C:4](=[CH:5][CH:6]=[C:7]([CH2:23][C:24]([O:26]CC)=[O:25])[CH:8]=2)[N:3]=1.[OH-].[Na+], predict the reaction product. The product is: [NH2:1][C:2]1[N:11]=[C:10]([C:12]([N:14]2[CH2:15][C:16]3[C:21](=[CH:20][CH:19]=[CH:18][CH:17]=3)[CH2:22]2)=[O:13])[C:9]2[C:4](=[CH:5][CH:6]=[C:7]([CH2:23][C:24]([OH:26])=[O:25])[CH:8]=2)[N:3]=1. (6) Given the reactants [F:1][C:2]1[CH:7]=[CH:6][CH:5]=[C:4]([C:8]2[CH:13]=[CH:12][C:11]([CH2:14][NH:15][C:16]3[CH:21]=[C:20]([N+]([O-])=O)[CH:19]=[CH:18][N+:17]=3[O-:25])=[C:10]([F:26])[CH:9]=2)[C:3]=1[C:27]([O:29][CH3:30])=[O:28].CN1CCOCC1.[SH:38][CH2:39][CH2:40][CH2:41][OH:42], predict the reaction product. The product is: [F:1][C:2]1[CH:7]=[CH:6][CH:5]=[C:4]([C:8]2[CH:13]=[CH:12][C:11]([CH2:14][NH:15][C:16]3[CH:21]=[C:20]([S:38][CH2:39][CH2:40][CH2:41][OH:42])[CH:19]=[CH:18][N+:17]=3[O-:25])=[C:10]([F:26])[CH:9]=2)[C:3]=1[C:27]([O:29][CH3:30])=[O:28]. (7) Given the reactants [C:1]([O:5][C:6]([CH3:9])([CH3:8])[CH3:7])(=[O:4])[CH:2]=[CH2:3].[CH2:10]([OH:13])[CH2:11][OH:12].[OH-].[K+], predict the reaction product. The product is: [OH:12][CH2:11][CH2:10][O:13][CH2:3][CH2:2][C:1]([O:5][C:6]([CH3:9])([CH3:8])[CH3:7])=[O:4].